The task is: Predict the reaction yield, written as a fraction of the theoretical maximum amount of product (1.0 means a 100% yield; for example, 0.34 means a 34% yield).. This data is from Reaction yield outcomes from USPTO patents with 853,638 reactions. (1) The reactants are [C:1]([Cl:4])(Cl)=[O:2].C(N(CC)C(C)C)(C)C.[CH2:14]([O:21][CH2:22][CH2:23][NH:24][C:25]1[CH:30]=[C:29]([CH3:31])[C:28]([Br:32])=[C:27]([CH3:33])[CH:26]=1)[C:15]1[CH:20]=[CH:19][CH:18]=[CH:17][CH:16]=1.O. The catalyst is C1(C)C=CC=CC=1. The product is [CH2:14]([O:21][CH2:22][CH2:23][N:24]([C:25]1[CH:26]=[C:27]([CH3:33])[C:28]([Br:32])=[C:29]([CH3:31])[CH:30]=1)[C:1]([Cl:4])=[O:2])[C:15]1[CH:16]=[CH:17][CH:18]=[CH:19][CH:20]=1. The yield is 0.980. (2) The reactants are Br[C:2]1[CH:3]=[C:4]2[C:9](=[CH:10][CH:11]=1)[N:8]=[CH:7][C:6]([S:12]([CH3:15])(=[O:14])=[O:13])=[C:5]2[NH:16][CH:17]1[CH2:22][CH2:21][CH:20]([N:23]([CH2:26][CH3:27])[CH2:24][CH3:25])[CH2:19][CH2:18]1.[Cl:28][C:29]1[CH:34]=[C:33](B2OC(C)(C)C(C)(C)O2)[CH:32]=[C:31]([O:44][CH3:45])[C:30]=1[OH:46].[ClH:47]. No catalyst specified. The product is [ClH:28].[ClH:47].[Cl:28][C:29]1[CH:34]=[C:33]([C:2]2[CH:3]=[C:4]3[C:9](=[CH:10][CH:11]=2)[N:8]=[CH:7][C:6]([S:12]([CH3:15])(=[O:14])=[O:13])=[C:5]3[NH:16][CH:17]2[CH2:22][CH2:21][CH:20]([N:23]([CH2:26][CH3:27])[CH2:24][CH3:25])[CH2:19][CH2:18]2)[CH:32]=[C:31]([O:44][CH3:45])[C:30]=1[OH:46]. The yield is 0.500. (3) The reactants are C([O-])(=O)C.[NH4+:5].[CH3:6][O:7][C:8](=[O:29])[CH2:9][CH2:10][CH2:11][CH2:12][CH2:13][CH2:14][C:15](=O)[NH:16][CH2:17][C:18]([C:20]1[CH:25]=[CH:24][CH:23]=[CH:22][C:21]=1[O:26][CH3:27])=O. The catalyst is C(O)(=O)C. The product is [CH3:6][O:7][C:8](=[O:29])[CH2:9][CH2:10][CH2:11][CH2:12][CH2:13][CH2:14][C:15]1[NH:5][C:18]([C:20]2[CH:25]=[CH:24][CH:23]=[CH:22][C:21]=2[O:26][CH3:27])=[CH:17][N:16]=1. The yield is 0.440. (4) The reactants are [O:1]([CH2:8][CH2:9][NH:10][C:11]1[O:12][CH2:13][C:14]2[CH:20]=[C:19]([NH2:21])[CH:18]=[CH:17][C:15]=2[N:16]=1)[C:2]1[CH:7]=[CH:6][CH:5]=[CH:4][CH:3]=1.[Cl:22][CH2:23][C:24](Cl)=[O:25]. No catalyst specified. The product is [Cl:22][CH2:23][C:24]([NH:21][C:19]1[CH:18]=[CH:17][C:15]2[N:16]=[C:11]([NH:10][CH2:9][CH2:8][O:1][C:2]3[CH:7]=[CH:6][CH:5]=[CH:4][CH:3]=3)[O:12][CH2:13][C:14]=2[CH:20]=1)=[O:25]. The yield is 0.810.